Dataset: Forward reaction prediction with 1.9M reactions from USPTO patents (1976-2016). Task: Predict the product of the given reaction. Given the reactants [N+:1]([C:4]1[CH:5]=[CH:6][C:7]2[O:11][C:10]([C:12]3[CH:17]=[CH:16][C:15]([CH3:18])=[CH:14][CH:13]=3)=[N:9][C:8]=2[CH:19]=1)([O-])=O, predict the reaction product. The product is: [C:15]1([CH3:18])[CH:14]=[CH:13][C:12]([C:10]2[O:11][C:7]3[CH:6]=[CH:5][C:4]([NH2:1])=[CH:19][C:8]=3[N:9]=2)=[CH:17][CH:16]=1.